Dataset: Full USPTO retrosynthesis dataset with 1.9M reactions from patents (1976-2016). Task: Predict the reactants needed to synthesize the given product. Given the product [F:31][C@@H:2]1[C:6]2[N:7]=[CH:8][N:9]=[C:10]([N:11]3[CH2:16][CH2:15][N:14]([C:17]([O:19][C:20]([CH3:23])([CH3:22])[CH3:21])=[O:18])[CH2:13][CH2:12]3)[C:5]=2[C@H:4]([CH3:24])[CH2:3]1, predict the reactants needed to synthesize it. The reactants are: O[C@H:2]1[C:6]2[N:7]=[CH:8][N:9]=[C:10]([N:11]3[CH2:16][CH2:15][N:14]([C:17]([O:19][C:20]([CH3:23])([CH3:22])[CH3:21])=[O:18])[CH2:13][CH2:12]3)[C:5]=2[C@H:4]([CH3:24])[CH2:3]1.CCN(S(F)(F)[F:31])CC.